From a dataset of Forward reaction prediction with 1.9M reactions from USPTO patents (1976-2016). Predict the product of the given reaction. (1) Given the reactants [CH2:1]([O:8][C:9]1[CH:14]=[C:13]([O:15][CH2:16][C:17]2[CH:22]=[CH:21][CH:20]=[CH:19][CH:18]=2)[CH:12]=[C:11]([O:23][C:24]2[CH:29]=[CH:28][C:27]([N+:30]([O-:32])=[O:31])=[CH:26][CH:25]=2)[C:10]=1C(=O)C)[C:2]1[CH:7]=[CH:6][CH:5]=[CH:4][CH:3]=1.[NH2:36][OH:37].Cl.[CH3:39][C:40](O[Na])=O, predict the reaction product. The product is: [CH2:1]([O:8][C:9]1[CH:14]=[C:13]([O:15][CH2:16][C:17]2[CH:18]=[CH:19][CH:20]=[CH:21][CH:22]=2)[CH:12]=[C:11]([O:23][C:24]2[CH:25]=[CH:26][C:27]([N+:30]([O-:32])=[O:31])=[CH:28][CH:29]=2)[C:10]=1[C:40](=[N:36][OH:37])[CH3:39])[C:2]1[CH:7]=[CH:6][CH:5]=[CH:4][CH:3]=1. (2) Given the reactants [Cl:1][CH2:2][C:3](Cl)=[O:4].[F:6][C@@H:7]1[CH2:11][NH:10][C@H:9]([C:12]#[N:13])[CH2:8]1.C(N(CC)CC)C.S(=O)(=O)(O)[O-].[Na+], predict the reaction product. The product is: [Cl:1][CH2:2][C:3]([N:10]1[CH2:11][C@@H:7]([F:6])[CH2:8][C@H:9]1[C:12]#[N:13])=[O:4]. (3) Given the reactants [CH3:1][O:2][C:3]([CH:5]1[CH2:10][CH2:9][N:8]([C:11]([O:13][C:14]([CH3:17])([CH3:16])[CH3:15])=[O:12])[CH2:7][CH2:6]1)=[O:4].Cl[C:19]1[C:28]2[C:23](=[CH:24][C:25]([O:31][CH3:32])=[C:26]([O:29][CH3:30])[CH:27]=2)[N:22]=[CH:21][N:20]=1.[Li+].C[Si]([N-][Si](C)(C)C)(C)C.C1COCC1, predict the reaction product. The product is: [CH3:1][O:2][C:3]([C:5]1([C:19]2[C:28]3[C:23](=[CH:24][C:25]([O:31][CH3:32])=[C:26]([O:29][CH3:30])[CH:27]=3)[N:22]=[CH:21][N:20]=2)[CH2:6][CH2:7][N:8]([C:11]([O:13][C:14]([CH3:17])([CH3:16])[CH3:15])=[O:12])[CH2:9][CH2:10]1)=[O:4]. (4) Given the reactants [CH3:1][C@@:2]12[C@H:12]3[CH2:13][CH2:14][C@:15]4([CH3:25])[C@@:19]5([O:24][C:22](=[O:23])[CH2:21][CH2:20]5)[CH2:18][CH2:17][C@H:16]4[C@@H:11]3[CH:10]=[CH:9][C:8]1=[CH:7][C:5](=[O:6])[CH2:4][CH2:3]2.CC([O:29]C([C@H]1[C@H]2[C@H]3[C@](C)(CC[C@@H]2[C@]2(C)C(=CC(CC2)=O)C1)[C@@]1(OC(=O)CC1)CC3)=O)C.C[C@@]12[C@H]3CC[C@]4(C)[C@](O)(CCC(O)=O)CC[C@H]4[C@@H]3[C@H](C(OC)=O)CC1=CC(=O)CC2.C[C@@]12[C@H]3CC[C@]4(C)[C@](O)(CCC(O)=O)CC[C@H]4[C@@H]3[C@@H]3[C@@H](C3)C1=CC(=O)CC2.CC(S[C@H]1[C@H]2[C@H]3[C@](C)(CC[C@@H]2[C@]2(C)C(=CC(CC2)=O)C1)[C@@]1(OC(=O)CC1)CC3)=O.C[C@@]12[C@](O)(C)CC[C@H]1[C@@H]1CC[C@@]34O[C@]3(C)C(O)=C(C#N)C[C@]4(C)[C@H]1CC2.CC(S[C@H]1[C@H]2[C@H]3[C@](C)(CC[C@@H]2[C@]2(C)C(=CC(C=C2)=O)C1)[C@@]1(OC(=O)CC1)[C@@H]1[C@H]3C1)=O.CCC[C@H]1[C@H]2[C@H]3[C@](C)(CC[C@@H]2[C@]2(C)C(=CC(CC2)=O)C1)[C@](O)(CCC(O)=O)CC3.C[C@@]12[C@@]3(OC(=O)CC3)[C@@H]3[C@@H](C3)[C@H]1[C@@H]1[C@@H]3[C@H](C4[C@@](C)([C@H]1CC2)C=CC(=O)C=4)C3.CC(S[C@H]1[C@H]2[C@H]3[C@](C)(CC[C@@H]2[C@]2(C)C(=CC(CC2)=O)C1)[C@@]1(OCCC1)CC3)=O.C[C@@]12[C@H]3CC[C@]4(C)[C@@]5(OC(=O)CC5)CC[C@H]4[C@@H]3[C@H]3[C@H](C3)C1=CC(=O)CC2.C[C@@]12[C@@]34O[C@@H]3C[C@]3(C)[C@@]5(OC(=O)CC5)CC[C@H]3[C@@H]4[C@H](C(OC)=O)CC1=CC(=O)CC2, predict the reaction product. The product is: [CH3:1][C@@:2]12[C@H:12]3[CH2:13][CH2:14][C@:15]4([CH3:25])[C@:19]([OH:29])([CH2:20][CH2:21][C:22]([OH:24])=[O:23])[CH2:18][CH2:17][C@H:16]4[C@@H:11]3[CH:10]=[CH:9][C:8]1=[CH:7][C:5](=[O:6])[CH2:4][CH2:3]2. (5) Given the reactants [N+:1]([C:4]1[CH:5]=[C:6]([CH:14]=[CH:15][CH:16]=1)[O:7][CH2:8][CH2:9][CH2:10][CH2:11][CH2:12][NH2:13])([O-:3])=[O:2].[C:17]1([N:27]=[C:28]=[S:29])[C:26]2[C:21](=[CH:22][CH:23]=[CH:24][CH:25]=2)[CH:20]=[CH:19][CH:18]=1, predict the reaction product. The product is: [C:17]1([NH:27][C:28]([NH:13][CH2:12][CH2:11][CH2:10][CH2:9][CH2:8][O:7][C:6]2[CH:14]=[CH:15][CH:16]=[C:4]([N+:1]([O-:3])=[O:2])[CH:5]=2)=[S:29])[C:26]2[C:21](=[CH:22][CH:23]=[CH:24][CH:25]=2)[CH:20]=[CH:19][CH:18]=1. (6) The product is: [Cl:1][C:2]1[C:3]([O:23][CH3:22])=[C:4]([CH:8]=[CH:9][CH:10]=1)[C:5]([O:7][CH3:12])=[O:6]. Given the reactants [Cl:1][C:2]1[C:3](O)=[C:4]([CH:8]=[CH:9][CH:10]=1)[C:5]([OH:7])=[O:6].[C:12](=O)([O-])[O-].[K+].[K+].CI.CN(C)[CH:22]=[O:23], predict the reaction product. (7) Given the reactants Cl[C:2]1[CH:7]=[CH:6][N:5]=[C:4]2[CH:8]=[C:9]([C:11]3[C:12]([CH3:17])=[N:13][O:14][C:15]=3[CH3:16])[O:10][C:3]=12.[CH3:18][C:19]1[C:27]([NH2:28])=[CH:26][CH:25]=[C:24]2[C:20]=1[CH:21]=[CH:22][NH:23]2, predict the reaction product. The product is: [CH3:17][C:12]1[C:11]([C:9]2[O:10][C:3]3[C:4](=[N:5][CH:6]=[CH:7][C:2]=3[NH:28][C:27]3[C:19]([CH3:18])=[C:20]4[C:24](=[CH:25][CH:26]=3)[NH:23][CH:22]=[CH:21]4)[CH:8]=2)=[C:15]([CH3:16])[O:14][N:13]=1. (8) The product is: [CH2:1]([O:3][C:4](=[O:27])[CH2:5][C:6]1[CH:11]=[CH:10][C:9]([O:12][CH3:13])=[C:8]([O:14][C:15]2[CH:20]=[CH:19][C:18]([C:21]([F:24])([F:23])[F:22])=[CH:17][C:16]=2[CH2:25][Br:29])[CH:7]=1)[CH3:2]. Given the reactants [CH2:1]([O:3][C:4](=[O:27])[CH2:5][C:6]1[CH:11]=[CH:10][C:9]([O:12][CH3:13])=[C:8]([O:14][C:15]2[CH:20]=[CH:19][C:18]([C:21]([F:24])([F:23])[F:22])=[CH:17][C:16]=2[CH2:25]O)[CH:7]=1)[CH3:2].P(Br)(Br)[Br:29], predict the reaction product.